Dataset: Catalyst prediction with 721,799 reactions and 888 catalyst types from USPTO. Task: Predict which catalyst facilitates the given reaction. (1) Reactant: Cl[C:2]1[C:3]2[O:10][C:9]3[CH:11]=[CH:12][CH:13]=[CH:14][C:8]=3[C:4]=2[N:5]=[CH:6][N:7]=1.[C:15]1(B(O)O)[CH:20]=[CH:19][CH:18]=[CH:17][CH:16]=1.C([O-])([O-])=O.[K+].[K+]. Product: [C:15]1([C:2]2[C:3]3[O:10][C:9]4[CH:11]=[CH:12][CH:13]=[CH:14][C:8]=4[C:4]=3[N:5]=[CH:6][N:7]=2)[CH:20]=[CH:19][CH:18]=[CH:17][CH:16]=1. The catalyst class is: 109. (2) Reactant: [CH:1]([NH2:4])([CH3:3])[CH3:2].Cl.[CH3:6][N:7]([CH3:11])[CH2:8][CH2:9]Cl.[OH-].[Na+]. Product: [CH:1]([NH:4][CH2:9][CH2:8][N:7]([CH3:11])[CH3:6])([CH3:3])[CH3:2]. The catalyst class is: 6.